From a dataset of Full USPTO retrosynthesis dataset with 1.9M reactions from patents (1976-2016). Predict the reactants needed to synthesize the given product. (1) Given the product [OH:2][C:1]1[CH:9]=[CH:8][C:7]2[C:18](=[O:21])[C:1]3[C:9]([O:6][C:5]=2[C:3]=1[OH:4])=[CH:8][CH:7]=[CH:5][CH:3]=3, predict the reactants needed to synthesize it. The reactants are: [C:1]1([CH:9]=[CH:8][CH:7]=[C:5]([OH:6])[C:3]=1[OH:4])[OH:2].[Cl-].[Al+3].[Cl-].[Cl-].C(Cl)(Cl)Cl.[C:18](=[O:21])([O-])[O-].[Na+].[Na+]. (2) Given the product [F:29][C:30]1[CH:35]=[CH:34][C:33]([NH:36][C:37]([N:9]2[CH2:10][C@@H:11]([CH2:23][C:24]([CH3:25])([CH3:27])[CH3:26])[C@@:12]([C:15]3[CH:20]=[CH:19][C:18]([Cl:21])=[CH:17][C:16]=3[F:22])([C:13]#[N:14])[C@H:8]2[C:4]2[CH:5]=[CH:6][CH:7]=[C:2]([Cl:1])[C:3]=2[F:28])=[O:38])=[CH:32][CH:31]=1, predict the reactants needed to synthesize it. The reactants are: [Cl:1][C:2]1[C:3]([F:28])=[C:4]([CH:8]2[C:12]([C:15]3[CH:20]=[CH:19][C:18]([Cl:21])=[CH:17][C:16]=3[F:22])([C:13]#[N:14])[CH:11]([CH2:23][C:24]([CH3:27])([CH3:26])[CH3:25])[CH2:10][NH:9]2)[CH:5]=[CH:6][CH:7]=1.[F:29][C:30]1[CH:35]=[CH:34][C:33]([N:36]=[C:37]=[O:38])=[CH:32][CH:31]=1. (3) Given the product [C:11]([O:19][C:4]1[CH:3]=[C:2]([Cl:1])[CH:9]=[CH:8][C:5]=1[CH2:6][NH2:7])([CH3:14])([CH3:13])[CH3:12], predict the reactants needed to synthesize it. The reactants are: [Cl:1][C:2]1[CH:9]=[CH:8][C:5]([C:6]#[N:7])=[C:4](F)[CH:3]=1.[CH:11]([CH3:14])([CH3:13])[CH3:12].C([OH:19])CCC. (4) The reactants are: [NH2:1][CH2:2][CH2:3][O:4][C:5]1[CH:10]=[CH:9][C:8]([NH:11][C:12](=[O:21])[C:13]2[CH:18]=[CH:17][CH:16]=[C:15]([O:19][CH3:20])[CH:14]=2)=[CH:7][C:6]=1[C:22]1[N:26]([CH3:27])[N:25]=[CH:24][CH:23]=1.C(N(CC)C(C)C)(C)C.Cl[C:38]([O:40][CH2:41][CH2:42][Cl:43])=[O:39]. Given the product [Cl:43][CH2:42][CH2:41][O:40][C:38](=[O:39])[NH:1][CH2:2][CH2:3][O:4][C:5]1[CH:10]=[CH:9][C:8]([NH:11][C:12](=[O:21])[C:13]2[CH:18]=[CH:17][CH:16]=[C:15]([O:19][CH3:20])[CH:14]=2)=[CH:7][C:6]=1[C:22]1[N:26]([CH3:27])[N:25]=[CH:24][CH:23]=1, predict the reactants needed to synthesize it. (5) The reactants are: [F:1][C:2]1[CH:8]=[C:7](I)[C:6]([CH3:10])=[CH:5][C:3]=1[NH2:4].[NH:11]1[CH2:16][CH2:15][O:14][CH2:13][C:12]1=[O:17]. Given the product [NH2:4][C:3]1[C:2]([F:1])=[CH:8][C:7]([N:11]2[CH2:16][CH2:15][O:14][CH2:13][C:12]2=[O:17])=[C:6]([CH3:10])[CH:5]=1, predict the reactants needed to synthesize it. (6) Given the product [NH2:1][C:2]1[NH:3][C:4](=[O:23])[C:5]2[CH:10]=[CH:9][N:8]([C@@H:11]3[O:18][C@H:17]([CH2:19][OH:20])[C@@H:15]([OH:16])[C@H:12]3[O:13][CH3:14])[C:6]=2[N:7]=1, predict the reactants needed to synthesize it. The reactants are: [NH2:1][C:2]1[N:3]=[C:4](Cl)[C:5]2[CH:10]=[CH:9][N:8]([C@@H:11]3[O:18][C@H:17]([CH2:19][OH:20])[C@@H:15]([OH:16])[C@H:12]3[O:13][CH3:14])[C:6]=2[N:7]=1.Cl.[OH-:23].[Na+].O.